Dataset: Full USPTO retrosynthesis dataset with 1.9M reactions from patents (1976-2016). Task: Predict the reactants needed to synthesize the given product. (1) Given the product [CH2:1]([N:3]([CH:16]1[CH2:21][CH2:20][CH:19]=[C:18]([C:22]2[CH:23]=[N:24][O:25][CH:26]=2)[CH2:17]1)[C:4]1[CH:11]=[CH:10][C:7]([C:8]#[N:9])=[C:6]([C:12]([F:15])([F:14])[F:13])[CH:5]=1)[CH3:2], predict the reactants needed to synthesize it. The reactants are: [CH2:1]([N:3]([CH:16]1[CH2:21][CH2:20][CH2:19][C:18](O)([C:22]2[CH:23]=[N:24][O:25][CH:26]=2)[CH2:17]1)[C:4]1[CH:11]=[CH:10][C:7]([C:8]#[N:9])=[C:6]([C:12]([F:15])([F:14])[F:13])[CH:5]=1)[CH3:2].[OH-].[Na+]. (2) Given the product [C:1]1([CH2:7][CH2:8][CH2:9][N:18]2[C:26]3[C:21](=[CH:22][CH:23]=[C:24]([CH2:27][C:28]([OH:30])=[O:29])[CH:25]=3)[CH:20]=[CH:19]2)[CH:6]=[CH:5][CH:4]=[CH:3][CH:2]=1.[CH2:11]([N:18]1[C:26]2[C:21](=[CH:22][CH:23]=[C:24]([CH2:27][C:28]([OH:30])=[O:29])[CH:25]=2)[CH:20]=[CH:19]1)[C:12]1[CH:13]=[CH:14][CH:15]=[CH:16][CH:17]=1, predict the reactants needed to synthesize it. The reactants are: [C:1]1([CH2:7][CH2:8][CH2:9]Cl)[CH:6]=[CH:5][CH:4]=[CH:3][CH:2]=1.[CH2:11]([N:18]1[C:26]2[C:21](=[CH:22][CH:23]=[C:24]([CH2:27][C:28]([OH:30])=[O:29])[CH:25]=2)[CH:20]=[CH:19]1)[C:12]1[CH:17]=[CH:16][CH:15]=[CH:14][CH:13]=1. (3) Given the product [CH2:1]([C:3]1[C:38]([F:39])=[C:37]([S:40]([CH3:43])(=[O:42])=[O:41])[CH:36]=[CH:35][C:4]=1[C:5]([N:7]1[CH2:13][C:12]2[CH:14]=[C:15]([C:18]3[S:22][C:21]([NH:23][CH2:24][CH2:25][NH:26][CH3:27])=[N:20][CH:19]=3)[CH:16]=[CH:17][C:11]=2[O:10][CH2:9][CH2:8]1)=[O:6])[CH3:2], predict the reactants needed to synthesize it. The reactants are: [CH2:1]([C:3]1[C:38]([F:39])=[C:37]([S:40]([CH3:43])(=[O:42])=[O:41])[CH:36]=[CH:35][C:4]=1[C:5]([N:7]1[CH2:13][C:12]2[CH:14]=[C:15]([C:18]3[S:22][C:21]([NH:23][CH2:24][CH2:25][N:26](C)[C:27](=O)OC(C)(C)C)=[N:20][CH:19]=3)[CH:16]=[CH:17][C:11]=2[O:10][CH2:9][CH2:8]1)=[O:6])[CH3:2].Cl. (4) Given the product [CH3:1][C:2]1[CH:7]=[C:6]([CH3:8])[N:5]=[C:4]([N:9]([CH3:25])[CH2:10][CH2:11][CH2:12][N:13]([CH3:23])[C:14]2[CH:19]=[CH:18][C:17]([N+:20]([O-:22])=[O:21])=[CH:16][CH:15]=2)[CH:3]=1, predict the reactants needed to synthesize it. The reactants are: [CH3:1][C:2]1[CH:7]=[C:6]([CH3:8])[N:5]=[C:4]([N:9]([CH3:25])[C:10](=O)[CH2:11][CH2:12][N:13]([CH3:23])[C:14]2[CH:19]=[CH:18][C:17]([N+:20]([O-:22])=[O:21])=[CH:16][CH:15]=2)[CH:3]=1. (5) Given the product [OH:4][CH2:3][C:5]1[S:9][C:8]([C:10]([OH:12])=[O:11])=[CH:7][CH:6]=1, predict the reactants needed to synthesize it. The reactants are: [BH4-].[Na+].[CH:3]([C:5]1[S:9][C:8]([C:10]([OH:12])=[O:11])=[CH:7][CH:6]=1)=[O:4].CC(C)=O. (6) Given the product [Cl:22][C:23]1[CH:24]=[C:25]([CH:26]2[N:18]3[N:17]=[C:16]([CH3:15])[CH:20]=[C:19]3[NH:21][C:12]([CH3:13])=[C:11]2[S:8]([C:5]2[CH:6]=[CH:7][C:2]([F:1])=[CH:3][CH:4]=2)(=[O:10])=[O:9])[CH:28]=[CH:29][C:30]=1[Cl:31], predict the reactants needed to synthesize it. The reactants are: [F:1][C:2]1[CH:7]=[CH:6][C:5]([S:8]([CH2:11][C:12](=O)[CH3:13])(=[O:10])=[O:9])=[CH:4][CH:3]=1.[CH3:15][C:16]1[CH:20]=[C:19]([NH2:21])[NH:18][N:17]=1.[Cl:22][C:23]1[CH:24]=[C:25]([CH:28]=[CH:29][C:30]=1[Cl:31])[CH:26]=O. (7) Given the product [CH3:11][C:12]1[N:13]=[C:14]([NH:18][C:2](=[O:3])[O:4][C:5]2[CH:10]=[CH:9][CH:8]=[CH:7][CH:6]=2)[S:15][C:16]=1[CH3:17], predict the reactants needed to synthesize it. The reactants are: Cl[C:2]([O:4][C:5]1[CH:10]=[CH:9][CH:8]=[CH:7][CH:6]=1)=[O:3].[CH3:11][C:12]1[N:13]=[C:14]([NH2:18])[S:15][C:16]=1[CH3:17].N1C=CC=CC=1.O. (8) The reactants are: C([O:3][C:4](=[O:22])[CH:5](C#N)[C:6]1([C:12]2[CH:17]=[CH:16][C:15]([O:18][CH3:19])=[CH:14][CH:13]=2)[CH2:11][CH2:10][CH2:9][CH2:8][CH2:7]1)C.[OH-].[K+].C(O)CO. Given the product [CH3:19][O:18][C:15]1[CH:14]=[CH:13][C:12]([C:6]2([CH2:5][C:4]([OH:22])=[O:3])[CH2:11][CH2:10][CH2:9][CH2:8][CH2:7]2)=[CH:17][CH:16]=1, predict the reactants needed to synthesize it. (9) Given the product [Br:32][C:26]1[C:13]2[C:14](=[N:15][C:16]([CH3:23])=[C:17]([C:18]([O:20][CH2:21][CH3:22])=[O:19])[C:12]=2[NH:11][S:8]([C:4]2[CH:5]=[CH:6][CH:7]=[C:2]([Cl:1])[CH:3]=2)(=[O:9])=[O:10])[S:24][C:25]=1[C:27]1[CH:28]=[N:29][NH:30][CH:31]=1, predict the reactants needed to synthesize it. The reactants are: [Cl:1][C:2]1[CH:3]=[C:4]([S:8]([NH:11][C:12]2[C:17]([C:18]([O:20][CH2:21][CH3:22])=[O:19])=[C:16]([CH3:23])[N:15]=[C:14]3[S:24][C:25]([C:27]4[CH:28]=[N:29][NH:30][CH:31]=4)=[CH:26][C:13]=23)(=[O:10])=[O:9])[CH:5]=[CH:6][CH:7]=1.[Br:32]Br. (10) Given the product [NH2:12][CH2:11][C:10]1[CH:9]=[CH:8][C:7]([O:6][CH2:5][CH2:4][CH2:3][N:2]([CH3:1])[CH3:15])=[CH:14][CH:13]=1, predict the reactants needed to synthesize it. The reactants are: [CH3:1][N:2]([CH3:15])[CH2:3][CH2:4][CH2:5][O:6][C:7]1[CH:14]=[CH:13][C:10]([C:11]#[N:12])=[CH:9][CH:8]=1.